From a dataset of Forward reaction prediction with 1.9M reactions from USPTO patents (1976-2016). Predict the product of the given reaction. (1) The product is: [C:1]([O:5][C:6]([C:8]1[S:12][C:11]([C:13]2[CH:14]=[CH:15][CH:16]=[CH:17][CH:18]=2)=[N:10][C:9]=1[NH:19][C:28](=[O:29])[C:25]1[CH:26]=[CH:27][C:22]([CH3:31])=[CH:23][CH:24]=1)=[O:7])([CH3:4])([CH3:2])[CH3:3]. Given the reactants [C:1]([O:5][C:6]([C:8]1[S:12][C:11]([C:13]2[CH:18]=[CH:17][CH:16]=[CH:15][CH:14]=2)=[N:10][C:9]=1[NH2:19])=[O:7])([CH3:4])([CH3:3])[CH3:2].[H-].[Na+].[C:22]1([CH3:31])[CH:27]=[CH:26][C:25]([C:28](Cl)=[O:29])=[CH:24][CH:23]=1.O, predict the reaction product. (2) Given the reactants [CH3:1][N:2]([CH2:19][CH2:20][NH:21][S:22]([C:25]1[CH:30]=[C:29]([S:31]([C:34]2[CH:39]=[CH:38][CH:37]=[CH:36][CH:35]=2)(=[O:33])=[O:32])[CH:28]=[CH:27][C:26]=1[C:40]([F:43])([F:42])[F:41])(=[O:24])=[O:23])[C:3]([NH:5][C@H:6]1[CH2:11][CH2:10][CH2:9][N:8](C(OC(C)(C)C)=O)[CH2:7]1)=[O:4].Cl.CN(C(N[C@H]1CCCNC1)=O)CCNS(C1C=C(S(C2C=CC=CC=2)(=O)=O)C=CC=1C(F)(F)F)(=O)=O, predict the reaction product. The product is: [CH3:1][N:2]([C:3]([NH:5][C@H:6]1[CH2:11][CH2:10][CH2:9][NH:8][CH2:7]1)=[O:4])[CH2:19][CH2:20][NH:21][S:22]([C:25]1[CH:30]=[C:29]([S:31]([C:34]2[CH:35]=[CH:36][CH:37]=[CH:38][CH:39]=2)(=[O:32])=[O:33])[CH:28]=[CH:27][C:26]=1[C:40]([F:41])([F:43])[F:42])(=[O:23])=[O:24]. (3) Given the reactants [Br:1][C:2]1[C:3](Cl)=[N:4][CH:5]=[C:6]([CH:21]=1)[C:7]([NH:9][C:10]1[CH:15]=[CH:14][C:13]([O:16][C:17]([F:20])([F:19])[F:18])=[CH:12][CH:11]=1)=[O:8].C1CNC([CH2:28][OH:29])C1.Cl.CC[N:33]([CH:37]([CH3:39])C)[CH:34]([CH3:36])C, predict the reaction product. The product is: [Br:1][C:2]1[C:3]([N:33]2[CH2:34][CH2:36][C@@H:39]([CH2:28][OH:29])[CH2:37]2)=[N:4][CH:5]=[C:6]([CH:21]=1)[C:7]([NH:9][C:10]1[CH:15]=[CH:14][C:13]([O:16][C:17]([F:20])([F:19])[F:18])=[CH:12][CH:11]=1)=[O:8]. (4) Given the reactants [NH:1]([C:3]1[N:12]=[C:11]([CH3:13])[CH:10]=[CH:9][C:4]=1[C:5]([O:7][CH3:8])=[O:6])[NH2:2].C(N(CC)CC)C.[C:21](Cl)(=[O:25])[CH:22]([CH3:24])[CH3:23], predict the reaction product. The product is: [C:21]([NH:2][NH:1][C:3]1[N:12]=[C:11]([CH3:13])[CH:10]=[CH:9][C:4]=1[C:5]([O:7][CH3:8])=[O:6])(=[O:25])[CH:22]([CH3:24])[CH3:23].